From a dataset of Forward reaction prediction with 1.9M reactions from USPTO patents (1976-2016). Predict the product of the given reaction. (1) Given the reactants O=C1O[C@H]([C@H](CO)O)C([O-])=C1O.[Na+].[C:14]1([C:20]#[CH:21])[CH:19]=[CH:18][CH:17]=[CH:16][CH:15]=1.[CH:22]1([CH:25]=[C:26]2[C:31](=[O:32])[O:30][C:29]([CH3:34])([CH3:33])[O:28][C:27]2=[O:35])[CH2:24][CH2:23]1, predict the reaction product. The product is: [CH:22]1([C@H:25]([CH:26]2[C:31](=[O:32])[O:30][C:29]([CH3:33])([CH3:34])[O:28][C:27]2=[O:35])[C:21]#[C:20][C:14]2[CH:19]=[CH:18][CH:17]=[CH:16][CH:15]=2)[CH2:23][CH2:24]1. (2) Given the reactants [Br:1][C:2]1[CH:3]=[CH:4][C:5]([C:8]([OH:10])=O)=[N:6][CH:7]=1.CN(C(ON1N=NC2C=CC=NC1=2)=[N+](C)C)C.F[P-](F)(F)(F)(F)F.CCN(C(C)C)C(C)C.[NH:44]1[C:52]2[C:47](=[C:48]([C:53]3[CH:54]=[C:55]([NH2:62])[C:56]4[CH:57]=[N:58][NH:59][C:60]=4[CH:61]=3)[CH:49]=[CH:50][CH:51]=2)[CH:46]=[CH:45]1, predict the reaction product. The product is: [Br:1][C:2]1[CH:3]=[CH:4][C:5]([C:8]([NH:62][C:55]2[CH:54]=[C:53]([C:48]3[CH:49]=[CH:50][CH:51]=[C:52]4[C:47]=3[CH:46]=[CH:45][NH:44]4)[CH:61]=[C:60]3[C:56]=2[CH:57]=[N:58][NH:59]3)=[O:10])=[N:6][CH:7]=1. (3) Given the reactants C(O)(=O)/C=C/C(O)=O.[CH3:9][N:10]([CH:21]1[CH2:26][CH2:25][N:24]([CH2:27][CH2:28][CH2:29][O:30][C:31]2[CH:36]=[CH:35][C:34]([F:37])=[C:33]([F:38])[CH:32]=2)[CH2:23][CH2:22]1)[C:11](=[N:14][C:15]1[CH:20]=[CH:19][CH:18]=[CH:17][CH:16]=1)[S:12]C.CI, predict the reaction product. The product is: [F:38][C:33]1[CH:32]=[C:31]([CH:36]=[CH:35][C:34]=1[F:37])[O:30][CH2:29][CH2:28][CH2:27][N:24]1[CH2:25][CH2:26][CH:21]([N:10]([CH3:9])[C:11]([NH:14][C:15]2[CH:16]=[CH:17][CH:18]=[CH:19][CH:20]=2)=[S:12])[CH2:22][CH2:23]1. (4) Given the reactants FC(F)(F)C(O)=O.[Cl:8][C:9]1[CH:14]=[CH:13][C:12]([C:15]2[C:16]([C@@H:21]([NH2:31])[CH2:22][C:23]3[CH:28]=[C:27]([F:29])[CH:26]=[C:25]([F:30])[CH:24]=3)=[N:17][CH:18]=[CH:19][CH:20]=2)=[CH:11][CH:10]=1.[C:32]([O:36][C:37]([NH:39][CH2:40][C:41]1[CH:42]=[C:43]2[C:47](=[CH:48][CH:49]=1)[NH:46][CH:45]=[C:44]2[CH2:50][C:51](O)=[O:52])=[O:38])([CH3:35])([CH3:34])[CH3:33], predict the reaction product. The product is: [Cl:8][C:9]1[CH:14]=[CH:13][C:12]([C:15]2[C:16]([C@@H:21]([NH:31][C:51](=[O:52])[CH2:50][C:44]3[C:43]4[C:47](=[CH:48][CH:49]=[C:41]([CH2:40][NH:39][C:37](=[O:38])[O:36][C:32]([CH3:33])([CH3:34])[CH3:35])[CH:42]=4)[NH:46][CH:45]=3)[CH2:22][C:23]3[CH:28]=[C:27]([F:29])[CH:26]=[C:25]([F:30])[CH:24]=3)=[N:17][CH:18]=[CH:19][CH:20]=2)=[CH:11][CH:10]=1. (5) Given the reactants Cl[C:2]1[C:3]2[NH:10][C:9]([CH3:11])=[C:8]([C:12]([O:14][CH2:15][CH3:16])=[O:13])[C:4]=2[N:5]=[CH:6][N:7]=1.[CH:17]1([CH2:20][O:21][C:22]2[CH:27]=[C:26]([F:28])[C:25]([O:29][CH3:30])=[CH:24][C:23]=2B2OC(C)(C)C(C)(C)O2)[CH2:19][CH2:18]1, predict the reaction product. The product is: [CH:17]1([CH2:20][O:21][C:22]2[CH:27]=[C:26]([F:28])[C:25]([O:29][CH3:30])=[CH:24][C:23]=2[C:2]2[C:3]3[NH:10][C:9]([CH3:11])=[C:8]([C:12]([O:14][CH2:15][CH3:16])=[O:13])[C:4]=3[N:5]=[CH:6][N:7]=2)[CH2:18][CH2:19]1. (6) Given the reactants Br[CH2:2][CH2:3][CH2:4][C:5]([C:11]1[CH:12]=[C:13]([CH:18]=[CH:19][CH:20]=1)[C:14]([O:16][CH3:17])=[O:15])([C:9]#[N:10])[CH:6]([CH3:8])[CH3:7].[CH3:21][NH:22][CH2:23][CH2:24][C:25]1[CH:26]=[C:27]([CH:32]=[CH:33][CH:34]=1)[C:28]([O:30][CH3:31])=[O:29], predict the reaction product. The product is: [C:9]([C:5]([C:11]1[CH:20]=[CH:19][CH:18]=[C:13]([C:14]([O:16][CH3:17])=[O:15])[CH:12]=1)([CH:6]([CH3:8])[CH3:7])[CH2:4][CH2:3][CH2:2][N:22]([CH3:21])[CH2:23][CH2:24][C:25]1[CH:26]=[C:27]([CH:32]=[CH:33][CH:34]=1)[C:28]([O:30][CH3:31])=[O:29])#[N:10]. (7) Given the reactants [NH2:1][C:2]1[S:6][N:5]=[C:4](/[C:7](=[N:35]/[O:36][C:37]([C:40]([OH:42])=[O:41])([CH3:39])[CH3:38])/[C:8]([NH:10][C@@H:11]2[C:33](=[O:34])[N:13]3[C:14]([C:30]([O-:32])=[O:31])=[C:15]([CH2:18][N+:19]4[N:20]([CH2:27][CH2:28][OH:29])[C:21]([NH2:26])=[C:22]([CH2:24][NH2:25])[CH:23]=4)[CH2:16][S:17][C@H:12]23)=[O:9])[N:3]=1.[S:43](=[O:47])(=[O:46])([OH:45])[OH:44].C(#N)C, predict the reaction product. The product is: [S:43]([O-:47])([OH:46])(=[O:45])=[O:44].[NH2:1][C:2]1[S:6][N:5]=[C:4](/[C:7](=[N:35]/[O:36][C:37]([C:40]([OH:42])=[O:41])([CH3:39])[CH3:38])/[C:8]([NH:10][C@@H:11]2[C:33](=[O:34])[N:13]3[C:14]([C:30]([OH:32])=[O:31])=[C:15]([CH2:18][N+:19]4[N:20]([CH2:27][CH2:28][OH:29])[C:21]([NH2:26])=[C:22]([CH2:24][NH2:25])[CH:23]=4)[CH2:16][S:17][C@H:12]23)=[O:9])[N:3]=1. (8) Given the reactants [CH3:1][O:2][C:3]1[CH:4]=[C:5]([CH2:11][CH2:12][NH:13][C:14](=O)[C:15]([F:18])([F:17])[F:16])[CH:6]=[CH:7][C:8]=1[O:9][CH3:10], predict the reaction product. The product is: [CH3:1][O:2][C:3]1[CH:4]=[C:5]([CH2:11][CH2:12][NH:13][CH2:14][C:15]([F:16])([F:18])[F:17])[CH:6]=[CH:7][C:8]=1[O:9][CH3:10].